This data is from Catalyst prediction with 721,799 reactions and 888 catalyst types from USPTO. The task is: Predict which catalyst facilitates the given reaction. (1) Reactant: [Cl:1][C:2]1[C:3]([F:23])=[C:4]([C:16]([O:18]C(C)(C)C)=[O:17])[N:5]([CH2:8][O:9][CH2:10][CH2:11][Si:12]([CH3:15])([CH3:14])[CH3:13])[C:6]=1[CH3:7]. Product: [Cl:1][C:2]1[C:3]([F:23])=[C:4]([C:16]([OH:18])=[O:17])[N:5]([CH2:8][O:9][CH2:10][CH2:11][Si:12]([CH3:14])([CH3:15])[CH3:13])[C:6]=1[CH3:7]. The catalyst class is: 60. (2) Product: [Cl:1][CH2:2][C:3]([NH:11][C:10]1[CH:12]=[CH:13][C:7]([F:6])=[CH:8][CH:9]=1)=[O:4]. Reactant: [Cl:1][CH2:2][C:3](Cl)=[O:4].[F:6][C:7]1[CH:13]=[CH:12][C:10]([NH2:11])=[CH:9][CH:8]=1.O. The catalyst class is: 11.